This data is from Catalyst prediction with 721,799 reactions and 888 catalyst types from USPTO. The task is: Predict which catalyst facilitates the given reaction. (1) Reactant: [C:1]([O:4][C@@H:5]1[C@@H:10]([O:11][C:12](=[O:14])[CH3:13])[C@@H:9]([O:15][C:16](=[O:18])[CH3:17])[C@@H:8]([CH2:19][O:20][C:21](=[O:23])[CH3:22])[O:7][C@H:6]1[O:24][C:25]1[C:29]([CH2:30][C:31]2[CH:36]=[CH:35][C:34]([O:37][CH2:38][CH2:39][CH2:40][OH:41])=[CH:33][C:32]=2[CH3:42])=[C:28]([CH:43]([CH3:45])[CH3:44])[NH:27][N:26]=1)(=[O:3])[CH3:2].C(N(CC)CC)C.[CH3:53][S:54](Cl)(=[O:56])=[O:55].Cl. Product: [C:1]([O:4][C@@H:5]1[C@@H:10]([O:11][C:12](=[O:14])[CH3:13])[C@@H:9]([O:15][C:16](=[O:18])[CH3:17])[C@@H:8]([CH2:19][O:20][C:21](=[O:23])[CH3:22])[O:7][C@H:6]1[O:24][C:25]1[C:29]([CH2:30][C:31]2[CH:36]=[CH:35][C:34]([O:37][CH2:38][CH2:39][CH2:40][O:41][S:54]([CH3:53])(=[O:56])=[O:55])=[CH:33][C:32]=2[CH3:42])=[C:28]([CH:43]([CH3:45])[CH3:44])[NH:27][N:26]=1)(=[O:3])[CH3:2]. The catalyst class is: 4. (2) Reactant: [CH2:1]([N:8]1[C:20]2[CH:19]=[CH:18][C:17]([NH:21][C:22](=[O:33])[O:23][CH2:24][C:25]3[CH:30]=[CH:29][C:28]([O:31][CH3:32])=[CH:27][CH:26]=3)=[CH:16][C:15]=2[C:14]2[C:9]1=[CH:10][C:11]([Br:37])=[CH:12][C:13]=2[C:34](=[O:36])[NH2:35])[C:2]1[CH:7]=[CH:6][CH:5]=[CH:4][CH:3]=1.[C:38]([O-])([O-])=O.[Cs+].[Cs+].IC. Product: [CH2:1]([N:8]1[C:20]2[CH:19]=[CH:18][C:17]([N:21]([CH3:38])[C:22](=[O:33])[O:23][CH2:24][C:25]3[CH:30]=[CH:29][C:28]([O:31][CH3:32])=[CH:27][CH:26]=3)=[CH:16][C:15]=2[C:14]2[C:9]1=[CH:10][C:11]([Br:37])=[CH:12][C:13]=2[C:34](=[O:36])[NH2:35])[C:2]1[CH:3]=[CH:4][CH:5]=[CH:6][CH:7]=1. The catalyst class is: 21.